Task: Regression/Classification. Given a drug SMILES string, predict its absorption, distribution, metabolism, or excretion properties. Task type varies by dataset: regression for continuous measurements (e.g., permeability, clearance, half-life) or binary classification for categorical outcomes (e.g., BBB penetration, CYP inhibition). Dataset: cyp1a2_veith.. Dataset: CYP1A2 inhibition data for predicting drug metabolism from PubChem BioAssay (1) The compound is NCC[C@H](O)C(=O)N[C@H]1C[C@@H](N)[C@@H](O[C@H]2O[C@@H](CN)[C@@H](O)[C@@H](O)[C@@H]2N)[C@@H](O[C@H]2O[C@@H](CO)[C@@H](O)[C@@H]2O)[C@@H]1O. The result is 0 (non-inhibitor). (2) The compound is CCc1c2c(nc3c(C(C)C)cccc13)-c1cccc(=O)n1C2. The result is 1 (inhibitor). (3) The compound is O=C(O)CCSCc1ccccc1. The result is 0 (non-inhibitor). (4) The molecule is N#Cc1cccc(-c2nc(NCc3cccs3)c3ccccc3n2)c1. The result is 1 (inhibitor). (5) The molecule is Cc1ccc(C(=O)NCCCN2CCOCC2)cc1N1CCCC1=O. The result is 0 (non-inhibitor). (6) The molecule is Cc1ccc(S(=O)(=O)Nc2ccc(=O)n(Cc3ccc(Cl)c(Cl)c3)c2)cc1. The result is 1 (inhibitor). (7) The drug is Nc1ccc(S(=O)(=O)Nc2cnc3ccccc3n2)cc1. The result is 0 (non-inhibitor).